Dataset: Forward reaction prediction with 1.9M reactions from USPTO patents (1976-2016). Task: Predict the product of the given reaction. Given the reactants [CH3:1][C:2]([C:4]1[CH:9]=[CH:8][CH:7]=[CH:6][CH:5]=1)=[CH2:3].[ClH:10], predict the reaction product. The product is: [C:2]([Cl:10])([C:4]1[CH:9]=[CH:8][CH:7]=[CH:6][CH:5]=1)([CH3:1])[CH3:3].